From a dataset of Forward reaction prediction with 1.9M reactions from USPTO patents (1976-2016). Predict the product of the given reaction. (1) The product is: [Cl-:1].[C:14]1([C@@H:20]([NH:32][C:33]2[CH:38]=[CH:37][CH:36]=[CH:35][CH:34]=2)[C:21]([O:23][C@@H:24]2[CH:29]3[CH2:28][CH2:27][N+:26]([CH2:2][C:3]4[N:7]=[C:6]([C:8]5[CH:13]=[CH:12][N:11]=[CH:10][CH:9]=5)[O:5][N:4]=4)([CH2:31][CH2:30]3)[CH2:25]2)=[O:22])[CH:15]=[CH:16][CH:17]=[CH:18][CH:19]=1. Given the reactants [Cl:1][CH2:2][C:3]1[N:7]=[C:6]([C:8]2[CH:13]=[CH:12][N:11]=[CH:10][CH:9]=2)[O:5][N:4]=1.[C:14]1([C@@H:20]([NH:32][C:33]2[CH:38]=[CH:37][CH:36]=[CH:35][CH:34]=2)[C:21]([O:23][C@@H:24]2[CH:29]3[CH2:30][CH2:31][N:26]([CH2:27][CH2:28]3)[CH2:25]2)=[O:22])[CH:19]=[CH:18][CH:17]=[CH:16][CH:15]=1.CC#N.O, predict the reaction product. (2) Given the reactants [BH4-].[Na+].[CH3:3][C:4]1[CH:5]=[C:6]([NH:17][C:18]([C:20]2[CH:21]=[N:22][N:23]([C:25]3[CH:30]=[CH:29][C:28]([C:31]([F:34])([F:33])[F:32])=[CH:27][CH:26]=3)[CH:24]=2)=[O:19])[CH:7]=[N:8][C:9]=1[C:10]1[CH2:15][CH2:14][C:13](=[O:16])[CH2:12][CH:11]=1.[OH-].[Na+].[CH3:37]O, predict the reaction product. The product is: [OH:16][CH:13]1[CH2:14][CH2:15][C:10]([C:9]2[N:8]=[CH:7][C:6]([NH:17][C:18]([C:20]3[CH:21]=[N:22][N:23]([C:25]4[CH:26]=[CH:27][C:28]([C:31]([F:34])([F:32])[F:33])=[CH:29][CH:30]=4)[C:24]=3[CH3:37])=[O:19])=[CH:5][C:4]=2[CH3:3])=[CH:11][CH2:12]1.